This data is from Orexin1 receptor HTS with 218,158 compounds and 233 confirmed actives. The task is: Binary Classification. Given a drug SMILES string, predict its activity (active/inactive) in a high-throughput screening assay against a specified biological target. (1) The molecule is O=C1N(C(=O)C2C1C1c3c(C2c2c1cccc2)cccc3)CC(=O)N. The result is 0 (inactive). (2) The molecule is S(=O)(=O)(N(c1ccc(C(=O)COC(=O)C2CC2)cc1)C)C. The result is 0 (inactive). (3) The drug is Clc1ccc([n+]2[n-]oc(=N)c2)cc1. The result is 0 (inactive).